Dataset: Full USPTO retrosynthesis dataset with 1.9M reactions from patents (1976-2016). Task: Predict the reactants needed to synthesize the given product. (1) Given the product [O:43]=[C:39]1[NH:40][CH:41]=[CH:42][N:38]1[CH:35]1[CH2:34][CH2:33][N:32]([C:45]([NH:1][C@@H:2]2[N:8]=[C:7]([C:9]3[CH:10]=[CH:11][CH:12]=[CH:13][CH:14]=3)[C:6]3[CH:15]=[CH:16][CH:17]=[CH:18][C:5]=3[N:4]([CH2:19][C:20]([F:21])([F:23])[F:22])[C:3]2=[O:24])=[O:44])[CH2:37][CH2:36]1, predict the reactants needed to synthesize it. The reactants are: [NH2:1][C@@H:2]1[N:8]=[C:7]([C:9]2[CH:14]=[CH:13][CH:12]=[CH:11][CH:10]=2)[C:6]2[CH:15]=[CH:16][CH:17]=[CH:18][C:5]=2[N:4]([CH2:19][C:20]([F:23])([F:22])[F:21])[C:3]1=[O:24].C(N(CC)CC)C.[NH:32]1[CH2:37][CH2:36][CH:35]([N:38]2[CH:42]=[CH:41][NH:40][C:39]2=[O:43])[CH2:34][CH2:33]1.[O:44]1CCC[CH2:45]1. (2) Given the product [CH2:1]([O:3][C:4](=[O:17])[CH2:5][C:6]1[C:14]2[C:9](=[CH:10][CH:11]=[C:12]([F:15])[CH:13]=2)[N:8]([CH2:21][C:22]2[CH:27]=[CH:26][C:25]([S:28]([CH3:31])(=[O:30])=[O:29])=[CH:24][C:23]=2[C:32]([F:34])([F:33])[F:35])[C:7]=1[CH3:16])[CH3:2], predict the reactants needed to synthesize it. The reactants are: [CH2:1]([O:3][C:4](=[O:17])[CH2:5][C:6]1[C:14]2[C:9](=[CH:10][CH:11]=[C:12]([F:15])[CH:13]=2)[NH:8][C:7]=1[CH3:16])[CH3:2].[H-].[Na+].Br[CH2:21][C:22]1[CH:27]=[CH:26][C:25]([S:28]([CH3:31])(=[O:30])=[O:29])=[CH:24][C:23]=1[C:32]([F:35])([F:34])[F:33].[I-].[Na+].